From a dataset of Reaction yield outcomes from USPTO patents with 853,638 reactions. Predict the reaction yield, written as a fraction of the theoretical maximum amount of product (1.0 means a 100% yield; for example, 0.34 means a 34% yield). (1) The reactants are C(=O)([O:7][C:8]1[C:20]2[CH2:19][O:18][C:17](=[O:21])[C:16]=2[C:15]([C:22]2[CH:27]=[CH:26][C:25]([C:28](=[O:30])[CH3:29])=[CH:24][CH:23]=2)=[C:14]2[C:9]=1[CH:10]=[C:11]([O:33][CH3:34])[C:12]([O:31][CH3:32])=[CH:13]2)OC(C)(C)C.N1CCCCC1.Cl. The catalyst is ClCCl. The product is [C:28]([C:25]1[CH:24]=[CH:23][C:22]([C:15]2[C:16]3[C:17](=[O:21])[O:18][CH2:19][C:20]=3[C:8]([OH:7])=[C:9]3[C:14]=2[CH:13]=[C:12]([O:31][CH3:32])[C:11]([O:33][CH3:34])=[CH:10]3)=[CH:27][CH:26]=1)(=[O:30])[CH3:29]. The yield is 0.800. (2) The reactants are [CH:1]1([C:4]2[C:5]([N:24]([C:29]3[CH:30]=[C:31]([F:42])[C:32]([N+:39]([O-])=O)=[C:33]([CH:38]=3)[C:34]([O:36][CH3:37])=[O:35])[S:25]([CH3:28])(=[O:27])=[O:26])=[CH:6][C:7]3[O:11][C:10]([C:12]4[CH:17]=[CH:16][C:15]([F:18])=[CH:14][CH:13]=4)=[C:9]([C:19](=[O:22])[NH:20][CH3:21])[C:8]=3[CH:23]=2)[CH2:3][CH2:2]1.CO. The catalyst is C1COCC1.[Pd]. The product is [NH2:39][C:32]1[C:31]([F:42])=[CH:30][C:29]([N:24]([C:5]2[C:4]([CH:1]3[CH2:3][CH2:2]3)=[CH:23][C:8]3[C:9]([C:19](=[O:22])[NH:20][CH3:21])=[C:10]([C:12]4[CH:13]=[CH:14][C:15]([F:18])=[CH:16][CH:17]=4)[O:11][C:7]=3[CH:6]=2)[S:25]([CH3:28])(=[O:27])=[O:26])=[CH:38][C:33]=1[C:34]([O:36][CH3:37])=[O:35]. The yield is 0.780. (3) The reactants are C1(S([N:10]2[CH2:15][CH2:14][N:13]([C:16]3[CH:17]=[CH:18][C:19]4[O:23][C:22]([C:24]([O:26][CH3:27])=[O:25])=[CH:21][C:20]=4[CH:28]=3)[CH2:12][CH2:11]2)(=O)=O)C=CC=CC=1.Br.Cl. The catalyst is C(O)(=O)C.OC1C=CC(C(O)=O)=CC=1. The product is [N:13]1([C:16]2[CH:17]=[CH:18][C:19]3[O:23][C:22]([C:24]([O:26][CH3:27])=[O:25])=[CH:21][C:20]=3[CH:28]=2)[CH2:12][CH2:11][NH:10][CH2:15][CH2:14]1. The yield is 0.825. (4) The catalyst is CC(O)C.C(Cl)Cl. The product is [O:1]=[C:2]1[C:10]2[C:5](=[CH:6][CH:7]=[CH:8][CH:9]=2)[C:4](=[C:18]2[CH2:28][C:20]3([CH2:23][CH:22]([C:24]([O:26][CH3:27])=[O:25])[CH2:21]3)[CH2:19]2)[O:3]1. The reactants are [O:1]=[C:2]1[C:10]2[C:5](=[CH:6][CH:7]=[CH:8][CH:9]=2)[CH:4](P(=O)(OC)OC)[O:3]1.O=[C:18]1[CH2:28][C:20]2([CH2:23][CH:22]([C:24]([O:26][CH3:27])=[O:25])[CH2:21]2)[CH2:19]1.C(=O)([O-])[O-].[Cs+].[Cs+]. The yield is 0.950. (5) The reactants are [Si:1]([O:8][C:9]1[CH:10]=[C:11]([CH:18]=[CH:19][C:20]=1[O:21][Si:22]([C:25]([CH3:28])([CH3:27])[CH3:26])([CH3:24])[CH3:23])[CH2:12][C@@H:13]([C:15]([OH:17])=[O:16])[NH2:14])([C:4]([CH3:7])([CH3:6])[CH3:5])([CH3:3])[CH3:2].O.C([O-])(O)=O.[Na+].[C:35](O[C:35]([O:37][C:38]([CH3:41])([CH3:40])[CH3:39])=[O:36])([O:37][C:38]([CH3:41])([CH3:40])[CH3:39])=[O:36]. The catalyst is O1CCCC1. The product is [Si:1]([O:8][C:9]1[CH:10]=[C:11]([CH:18]=[CH:19][C:20]=1[O:21][Si:22]([C:25]([CH3:28])([CH3:27])[CH3:26])([CH3:23])[CH3:24])[CH2:12][C@@H:13]([C:15]([OH:17])=[O:16])[NH:14][C:35]([O:37][C:38]([CH3:41])([CH3:40])[CH3:39])=[O:36])([C:4]([CH3:5])([CH3:7])[CH3:6])([CH3:3])[CH3:2]. The yield is 0.700.